This data is from Drug-target binding data from BindingDB using IC50 measurements. The task is: Regression. Given a target protein amino acid sequence and a drug SMILES string, predict the binding affinity score between them. We predict pIC50 (pIC50 = -log10(IC50 in M); higher means more potent). Dataset: bindingdb_ic50. (1) The drug is Nc1ccc2c(c1)Oc1c(N3CC[C@@H](N)C3)c(F)cc3c(=O)c(C(=O)O)cn-2c13. The target protein sequence is MGKALVIVESPAKAKTINKYLGSDYVVKSSVGHIRDLPTSGSAAKKSADSTSTKTAKKPKKDERGALVNRMGVDPWHNWEAHYEVLPGKEKVVSELKQLAEKADHIYLATDLDREGEAIAWHLREVIGGDDARYSRVVFNEITKNAIRQAFNKPGELNIDRVNAQQARRFMDRVVGYMVSPLLWKKIARGLSAGRVQSVAVRLVVEREREIKAFVPEEFWEVDASTTTPSGEALALQVTHQNDKPFRPVNKEQTQAAVSLLEKARYSVLEREDKPTTSKPGAPFITSTLQQAASTRLGFGVKKTMMMAQRLYEAGYITYMRTDSTNLSQDAVNMVRGYISDNFGKKYLPESPNQYASKENSQEAHEAIRPSDVNVMAESLKDMEADAQKLYQLIWRQFVACQMTPAKYDSTTLTVGAGDFRLKARGRILRFDGWTKVMPALRKGDEDRILPAVNKGDALTLVELTPAQHFTKPPARFSEASLVKELEKRGIGRPSTYASI.... The pIC50 is 6.1. (2) The compound is FC(F)(F)c1nc(-c2ccc(NCc3cccnc3)nc2)no1. The target protein sequence is SQSHPDGLSGRDQPVELLNPARVNHMPSTVDVATALPLQVAPSAVPMDLRLDHQFSLPVAEPALREQQLQQELLALKQKQQIQRQILIAEFQRQHEQLSRQHEAQLHEHIKQQQEMLAMKHQQELLEHQRKLERHRQEQELEKQHREQKLQQLKNKEKGKESAVASTEVKMKLQEFVLNKKKALAHRNLNHCISSDPRYWYGKTQHSSLDQSSPPQSGVSTSYNHPVLGMYDAKDDFPLRKTASEPNLKLRSRLKQKVAERRSSPLLRRKDGPVVTALKKRPLDVTDSACSSAPGSGPSSPNNSSGSVSAENGIAPAVPSIPAETSLAHRLVAREGSAAPLPLYTSPSLPNITLGLPATGPSAGTAGQQDAERLTLPALQQRLSLFPGTHLTPYLSTSPLERDGGAAHSPLLQHMVLLEQPPAQAPLVTGLGALPLHAQSLVGADRVSPSIHKLRQHRPLGRTQSAPLPQNAQALQHLVIQQQHQQFLEKHKQQFQQQQL.... The pIC50 is 7.1. (3) The compound is CCC(C)(C)Cc1cnc(CCc2ccc(-c3ccccn3)cc2)[nH]1. The target protein (O54798) has sequence MSQRQSQSPNQTLISITNDTETSSSVVSNDTTHKGWTGDNSPGIEALCAIYITYAGIISVGILGNAILIKVFFKTKSMQTVPNIFITSLAFGDLLLLLTCVPVDATHYLAEGWLFGKVGCKVLSFIRLTSVGVSVFTLTILSADRYKAVVKPLERQPPNAILKTCAKAGGIWIVSMIFALPEAIFSNVYTFQDPNRNVTFESCNSYPISERLLQEIHSLLCFLVFYIIPLSIISVYYSLIARTLYKSTLNIPTEEQSHARKQIESRKRIAKTVLVLVALFALCWLPNHLLYLYHSFTYESYANHSDVPFVIIIFSRVLAFSNSCVNPFALYWLSKTFQQHFKAQLCCLKAEQPEPPLGDIPLNNLTVMGRVPATGSAHVSEISVTLFSGSSAKKGEDKV. The pIC50 is 8.2.